The task is: Predict the reaction yield, written as a fraction of the theoretical maximum amount of product (1.0 means a 100% yield; for example, 0.34 means a 34% yield).. This data is from Reaction yield outcomes from USPTO patents with 853,638 reactions. (1) The reactants are [N:1]([O-:3])=O.[Na+].[O:5]=[C:6]([CH2:13][CH2:14][C:15]([O:17][CH2:18][CH3:19])=[O:16])[CH2:7][C:8]([O:10][CH2:11][CH3:12])=[O:9]. The catalyst is O.C(O)(=O)C. The product is [OH:3][N:1]=[C:7]([C:6](=[O:5])[CH2:13][CH2:14][C:15]([O:17][CH2:18][CH3:19])=[O:16])[C:8]([O:10][CH2:11][CH3:12])=[O:9]. The yield is 0.940. (2) The reactants are C(OC([NH:8][C:9]1[O:17][C:16]2[C:11](=[N:12][CH:13]=[C:14]([CH:18]3[CH2:23][CH2:22][N:21]([CH3:24])[CH2:20][CH2:19]3)[CH:15]=2)[C:10]=1[C:25]([NH:27][C:28]1[CH:29]=[N:30][CH:31]=[CH:32][C:33]=1[N:34]1[CH2:39][C@H:38]([C:40]([F:43])([F:42])[F:41])[CH2:37][C@H:36]([NH:44]C(=O)OC(C)(C)C)[CH2:35]1)=[O:26])=O)(C)(C)C.C(O)(C(F)(F)F)=O. The catalyst is C(Cl)Cl. The product is [NH2:8][C:9]1[O:17][C:16]2[C:11](=[N:12][CH:13]=[C:14]([CH:18]3[CH2:23][CH2:22][N:21]([CH3:24])[CH2:20][CH2:19]3)[CH:15]=2)[C:10]=1[C:25]([NH:27][C:28]1[CH:29]=[N:30][CH:31]=[CH:32][C:33]=1[N:34]1[CH2:39][C@H:38]([C:40]([F:42])([F:43])[F:41])[CH2:37][C@H:36]([NH2:44])[CH2:35]1)=[O:26]. The yield is 0.180. (3) The yield is 0.740. The product is [NH2:19][C:14]1[N:15]=[CH:16][C:17]2[C:12]([CH:13]=1)=[CH:11][CH:10]=[C:9]([C:22]1[C:27]([CH3:28])=[N:26][CH:25]=[C:24]([CH:23]=1)[C:29]([O:31][CH3:32])=[O:30])[CH:18]=2. The catalyst is C(OCC)(=O)C.CC(P(C(C)(C)C)C1C=CC(N(C)C)=CC=1)(C)C.CC(P(C(C)(C)C)C1C=CC(N(C)C)=CC=1)(C)C.Cl[Pd]Cl. The reactants are CC1(C)C(C)(C)OB([C:9]2[CH:18]=[C:17]3[C:12]([CH:13]=[C:14]([NH2:19])[N:15]=[CH:16]3)=[CH:11][CH:10]=2)O1.Br[C:22]1[CH:23]=[C:24]([C:29]([O:31][CH3:32])=[O:30])[CH:25]=[N:26][C:27]=1[CH3:28].C(=O)([O-])[O-].[K+].[K+].COCCOC.O. (4) No catalyst specified. The reactants are O.[O:2]=[C:3]1[NH:8][N:7]=[C:6]([C:9]([OH:11])=[O:10])[CH:5]=[CH:4]1.S(Cl)(Cl)=O.[CH3:16]O. The product is [O:2]=[C:3]1[NH:8][N:7]=[C:6]([C:9]([O:11][CH3:16])=[O:10])[CH:5]=[CH:4]1. The yield is 0.810. (5) The reactants are [CH3:1][O:2][C:3]1[CH:4]=[C:5]([CH:8]=[CH:9][C:10]=1[O:11][CH3:12])[CH2:6][NH2:7].[CH2:13]1[CH2:19][S:16](=[O:18])(=[O:17])[O:15][CH2:14]1. The catalyst is CC(C)=O. The product is [CH3:1][O:2][C:3]1[CH:4]=[C:5]([CH:8]=[CH:9][C:10]=1[O:11][CH3:12])[CH2:6][NH:7][CH2:14][CH2:13][CH2:19][S:16]([OH:18])(=[O:17])=[O:15]. The yield is 0.430. (6) The reactants are Br[C:2]1[CH:7]=[CH:6][C:5]([CH:8]([OH:13])[C:9]([F:12])([F:11])[F:10])=[CH:4][CH:3]=1.[C:14]1([CH3:23])[CH:19]=[CH:18][CH:17]=[C:16](B(O)O)[CH:15]=1.C([O-])([O-])=O.[Na+].[Na+].C(C#N)(C)=O. The catalyst is Cl[Pd](Cl)([P](C1C=CC=CC=1)(C1C=CC=CC=1)C1C=CC=CC=1)[P](C1C=CC=CC=1)(C1C=CC=CC=1)C1C=CC=CC=1.O. The product is [F:10][C:9]([F:12])([F:11])[CH:8]([C:5]1[CH:6]=[CH:7][CH:2]=[CH:3][C:4]=1[C:16]1[CH:17]=[CH:18][CH:19]=[C:14]([CH3:23])[CH:15]=1)[OH:13]. The yield is 0.790. (7) The reactants are [F:1][C:2]([F:20])([F:19])[C:3]1[CH:4]=[C:5]([C:9]2[CH:10]=[CH:11][C:12]3[O:13][CH2:14][CH2:15][NH:16][C:17]=3[N:18]=2)[CH:6]=[CH:7][CH:8]=1.[CH3:21][C:22]1([CH3:38])[O:26][CH:25]([CH2:27][O:28][C:29]2[CH:30]=[C:31]([CH:35]=[CH:36][N:37]=2)[C:32](O)=[O:33])[CH2:24][O:23]1.F[P-](F)(F)(F)(F)F.N1(OC(N(C)C)=[N+](C)C)C2N=CC=CC=2N=N1. The catalyst is CN(C=O)C.C(Cl)Cl. The product is [CH3:21][C:22]1([CH3:38])[O:26][CH:25]([CH2:27][O:28][C:29]2[CH:30]=[C:31]([C:32]([N:16]3[CH2:15][CH2:14][O:13][C:12]4[CH:11]=[CH:10][C:9]([C:5]5[CH:6]=[CH:7][CH:8]=[C:3]([C:2]([F:19])([F:1])[F:20])[CH:4]=5)=[N:18][C:17]3=4)=[O:33])[CH:35]=[CH:36][N:37]=2)[CH2:24][O:23]1. The yield is 0.540. (8) The reactants are [NH2:1][C:2](=[O:42])[CH2:3][C:4]1[C:5]([CH2:10][CH2:11][C:12]2[C:17]([C:18]([F:21])([F:20])[F:19])=[CH:16][N:15]=[C:14]([NH:22][C:23]3[CH:28]=[CH:27][C:26]([CH:29]4[CH2:34][CH2:33][CH2:32][N:31](C(OC(C)(C)C)=O)[CH2:30]4)=[CH:25][CH:24]=3)[N:13]=2)=[N:6][CH:7]=[CH:8][CH:9]=1.C(O)(C(F)(F)F)=O. The catalyst is C(Cl)Cl. The product is [NH:31]1[CH2:32][CH2:33][CH2:34][CH:29]([C:26]2[CH:27]=[CH:28][C:23]([NH:22][C:14]3[N:13]=[C:12]([CH2:11][CH2:10][C:5]4[C:4]([CH2:3][C:2]([NH2:1])=[O:42])=[CH:9][CH:8]=[CH:7][N:6]=4)[C:17]([C:18]([F:20])([F:19])[F:21])=[CH:16][N:15]=3)=[CH:24][CH:25]=2)[CH2:30]1. The yield is 0.940. (9) The reactants are [Cl:1][C:2]1[C:7]([N:8]2[CH2:13][CH2:12][NH:11][CH2:10][CH2:9]2)=[N:6][CH:5]=[CH:4][N:3]=1.C([O-])([O-])=O.[Na+].[Na+].[Br:20]Br.O. The catalyst is CC(O)=O. The product is [Br:20][C:4]1[N:3]=[C:2]([Cl:1])[C:7]([N:8]2[CH2:9][CH2:10][NH:11][CH2:12][CH2:13]2)=[N:6][CH:5]=1. The yield is 0.890. (10) The reactants are [CH3:1][N:2]1[C:6]([N:7]2[C:11]3=[N:12][CH:13]=[CH:14][CH:15]=[C:10]3[CH:9]=[CH:8]2)=[C:5](/[CH:16]=[CH:17]/[C:18]([O:20]CC)=[O:19])[C:4]([CH3:23])=[N:3]1.O1CCCC1.[OH-].[Na+].S([O-])(O)(=O)=O.[K+]. The catalyst is C(O)C. The product is [CH3:1][N:2]1[C:6]([N:7]2[C:11]3=[N:12][CH:13]=[CH:14][CH:15]=[C:10]3[CH:9]=[CH:8]2)=[C:5](/[CH:16]=[CH:17]/[C:18]([OH:20])=[O:19])[C:4]([CH3:23])=[N:3]1. The yield is 0.900.